This data is from Merck oncology drug combination screen with 23,052 pairs across 39 cell lines. The task is: Regression. Given two drug SMILES strings and cell line genomic features, predict the synergy score measuring deviation from expected non-interaction effect. (1) Drug 1: NC1(c2ccc(-c3nc4ccn5c(=O)[nH]nc5c4cc3-c3ccccc3)cc2)CCC1. Drug 2: COC1CC2CCC(C)C(O)(O2)C(=O)C(=O)N2CCCCC2C(=O)OC(C(C)CC2CCC(OP(C)(C)=O)C(OC)C2)CC(=O)C(C)C=C(C)C(O)C(OC)C(=O)C(C)CC(C)C=CC=CC=C1C. Cell line: COLO320DM. Synergy scores: synergy=0.172. (2) Drug 1: CN1C(=O)C=CC2(C)C3CCC4(C)C(NC(=O)OCC(F)(F)F)CCC4C3CCC12. Drug 2: COC1=C2CC(C)CC(OC)C(O)C(C)C=C(C)C(OC(N)=O)C(OC)C=CC=C(C)C(=O)NC(=CC1=O)C2=O. Cell line: NCIH2122. Synergy scores: synergy=12.1.